The task is: Regression. Given a peptide amino acid sequence and an MHC pseudo amino acid sequence, predict their binding affinity value. This is MHC class I binding data.. This data is from Peptide-MHC class I binding affinity with 185,985 pairs from IEDB/IMGT. (1) The peptide sequence is KLGDQFGRK. The MHC is HLA-A11:01 with pseudo-sequence HLA-A11:01. The binding affinity (normalized) is 0.607. (2) The peptide sequence is NVMDPMHGA. The binding affinity (normalized) is 0.0847. The MHC is HLA-A24:03 with pseudo-sequence HLA-A24:03. (3) The peptide sequence is RDYVDRFFKTL. The MHC is HLA-B57:01 with pseudo-sequence HLA-B57:01. The binding affinity (normalized) is 0.